Dataset: Catalyst prediction with 721,799 reactions and 888 catalyst types from USPTO. Task: Predict which catalyst facilitates the given reaction. Reactant: [CH3:1][C@H:2]([NH2:9])[C:3]1[CH:8]=[CH:7][CH:6]=[CH:5][CH:4]=1.[CH2:10]([O:17][C:18]1[CH:19]=[C:20]([CH:23]=[CH:24][CH:25]=1)[CH:21]=O)[C:11]1[CH:16]=[CH:15][CH:14]=[CH:13][CH:12]=1. Product: [CH2:10]([O:17][C:18]1[CH:19]=[C:20]([CH:23]=[CH:24][CH:25]=1)[CH:21]=[N:9][C@@H:2]([CH3:1])[C:3]1[CH:8]=[CH:7][CH:6]=[CH:5][CH:4]=1)[C:11]1[CH:12]=[CH:13][CH:14]=[CH:15][CH:16]=1. The catalyst class is: 310.